This data is from Reaction yield outcomes from USPTO patents with 853,638 reactions. The task is: Predict the reaction yield, written as a fraction of the theoretical maximum amount of product (1.0 means a 100% yield; for example, 0.34 means a 34% yield). The reactants are N[C:2]1[CH:3]=[N:4][CH:5]=[C:6]([CH:11]=1)[C:7]([O:9][CH3:10])=[O:8].[BH3-][C:13]#[N:14].[Na+].[CH3:16]COC(C)=O.C([O-])(O)=O.[Na+]. The catalyst is CC#N.C=O.O.C(O)(=O)C. The product is [CH3:16][N:14]([CH3:13])[C:2]1[CH:3]=[N:4][CH:5]=[C:6]([CH:11]=1)[C:7]([O:9][CH3:10])=[O:8]. The yield is 0.370.